This data is from Forward reaction prediction with 1.9M reactions from USPTO patents (1976-2016). The task is: Predict the product of the given reaction. Given the reactants S(O)(O)(=O)=O.[NH2:6][C:7]1[NH:8][CH:9]=[CH:10][N:11]=1.Br[C:13]1[CH:18]=[CH:17][C:16]([N+:19]([O-:21])=[O:20])=[CH:15][CH:14]=1.C([O-])([O-])=O.[K+].[K+], predict the reaction product. The product is: [CH:14]1[C:13]([N:8]2[C:7]([NH2:6])=[N:11][CH:10]=[CH:9]2)=[CH:18][CH:17]=[C:16]([N+:19]([O-:21])=[O:20])[CH:15]=1.